The task is: Predict the product of the given reaction.. This data is from Forward reaction prediction with 1.9M reactions from USPTO patents (1976-2016). (1) Given the reactants C[O:2][C:3](=[O:8])[CH2:4][CH2:5][CH2:6]Br.[CH3:9][O:10][C:11]1[CH:55]=[C:54]([O:56][CH3:57])[CH:53]=[C:52]([O:58][CH3:59])[C:12]=1/[CH:13]=[CH:14]/[CH:15]([S:25]([CH:28](/[CH:38]=[CH:39]/[C:40]1[C:45]([O:46][CH3:47])=[CH:44][C:43]([O:48][CH3:49])=[CH:42][C:41]=1[O:50][CH3:51])[C:29]1[CH:34]=[CH:33][C:32]([O:35][CH3:36])=[C:31]([NH2:37])[CH:30]=1)(=[O:27])=[O:26])[C:16]1[CH:21]=[CH:20][C:19]([O:22][CH3:23])=[C:18]([NH2:24])[CH:17]=1, predict the reaction product. The product is: [CH3:59][O:58][C:52]1[CH:53]=[C:54]([O:56][CH3:57])[CH:55]=[C:11]([O:10][CH3:9])[C:12]=1/[CH:13]=[CH:14]/[CH:15]([S:25]([CH:28](/[CH:38]=[CH:39]/[C:40]1[C:41]([O:50][CH3:51])=[CH:42][C:43]([O:48][CH3:49])=[CH:44][C:45]=1[O:46][CH3:47])[C:29]1[CH:34]=[CH:33][C:32]([O:35][CH3:36])=[C:31]([NH:37][CH2:6][CH2:5][CH2:4][C:3]([OH:8])=[O:2])[CH:30]=1)(=[O:27])=[O:26])[C:16]1[CH:21]=[CH:20][C:19]([O:22][CH3:23])=[C:18]([NH:24][CH2:6][CH2:5][CH2:4][C:3]([OH:2])=[O:8])[CH:17]=1. (2) Given the reactants [CH:1]([C:4]1[CH:9]=[CH:8][C:7]([CH:10]=[CH:11][C:12]([NH:14][C@H:15]([C:26]([O:28]C)=[O:27])[CH2:16][C:17]2[C:25]3[C:20](=[CH:21][CH:22]=[CH:23][CH:24]=3)[NH:19][CH:18]=2)=[O:13])=[CH:6][CH:5]=1)([CH3:3])[CH3:2].[OH-].[Na+], predict the reaction product. The product is: [CH:1]([C:4]1[CH:9]=[CH:8][C:7]([CH:10]=[CH:11][C:12]([NH:14][C@H:15]([C:26]([OH:28])=[O:27])[CH2:16][C:17]2[C:25]3[C:20](=[CH:21][CH:22]=[CH:23][CH:24]=3)[NH:19][CH:18]=2)=[O:13])=[CH:6][CH:5]=1)([CH3:3])[CH3:2]. (3) Given the reactants [CH:1]1([CH2:6][C:7](Cl)=[O:8])[CH2:5][CH2:4][CH2:3][CH2:2]1.[NH2:10][C:11]1[S:15][C:14]([NH:16][C:17]2[CH:26]=[CH:25][C:24]3[C:19](=[CH:20][CH:21]=[CH:22][CH:23]=3)[CH:18]=2)=[N:13][C:12]=1[C:27]([NH2:29])=[O:28].N1C=CC=CC=1, predict the reaction product. The product is: [CH:1]1([CH2:6][C:7]([NH:10][C:11]2[S:15][C:14]([NH:16][C:17]3[CH:26]=[CH:25][C:24]4[C:19](=[CH:20][CH:21]=[CH:22][CH:23]=4)[CH:18]=3)=[N:13][C:12]=2[C:27]([NH2:29])=[O:28])=[O:8])[CH2:5][CH2:4][CH2:3][CH2:2]1. (4) Given the reactants [CH3:1][N:2]1[C:6]([CH2:7][N:8]2[CH2:13][CH2:12][N:11]([C:14]([O:16][C:17]([CH3:20])([CH3:19])[CH3:18])=[O:15])[CH2:10][CH2:9]2)=[CH:5][S:4]/[C:3]/1=[N:21]\[CH3:22].C([Li])CCC.CCCCCC.[Cl-].[NH4+].C1C[O:39][CH2:38]C1, predict the reaction product. The product is: [CH:38]([C:5]1[S:4]/[C:3](=[N:21]\[CH3:22])/[N:2]([CH3:1])[C:6]=1[CH2:7][N:8]1[CH2:9][CH2:10][N:11]([C:14]([O:16][C:17]([CH3:18])([CH3:19])[CH3:20])=[O:15])[CH2:12][CH2:13]1)=[O:39]. (5) Given the reactants [H-].[Na+].[Cl-].[CH3:4][O:5]C[P+](C1C=CC=CC=1)(C1C=CC=CC=1)C1C=CC=CC=1.[CH3:26][N:27]([CH3:42])[C:28]1([C:35]2[CH:40]=[CH:39][CH:38]=[C:37]([F:41])[CH:36]=2)[CH2:33][CH2:32][C:31](=O)[CH2:30][CH2:29]1.Cl, predict the reaction product. The product is: [CH3:26][N:27]([CH3:42])[C:28]1([C:35]2[CH:40]=[CH:39][CH:38]=[C:37]([F:41])[CH:36]=2)[CH2:33][CH2:32][CH:31]([CH:4]=[O:5])[CH2:30][CH2:29]1. (6) Given the reactants [CH3:1][C:2]1[N:3]([CH2:16][CH2:17][CH3:18])[N:4]=[C:5]2[C:14]=1[C:13]1[CH:12]=[CH:11][CH:10]=[CH:9][C:8]=1[N:7]=[C:6]2O.[OH-].[NH4+].P(Cl)(Cl)([Cl:23])=O, predict the reaction product. The product is: [Cl:23][C:6]1[C:5]2=[N:4][N:3]([CH2:16][CH2:17][CH3:18])[C:2]([CH3:1])=[C:14]2[C:13]2[CH:12]=[CH:11][CH:10]=[CH:9][C:8]=2[N:7]=1.